This data is from Catalyst prediction with 721,799 reactions and 888 catalyst types from USPTO. The task is: Predict which catalyst facilitates the given reaction. (1) The catalyst class is: 1. Reactant: [CH2:1]([O:3][P:4]([CH2:9][O:10][C@:11]1([CH3:40])[C@@H:15]([O:16][Si](C(C)(C)C)(C)C)[C@@H:14]([O:24][Si](C(C)(C)C)(C)C)[C@H:13]([N:32]2[CH:37]=[CH:36][C:35]([NH2:38])=[N:34][C:33]2=[O:39])[O:12]1)(=[O:8])[O:5][CH2:6][CH3:7])[CH3:2].[F-].C([N+](CCCC)(CCCC)CCCC)CCC. Product: [CH2:6]([O:5][P:4]([CH2:9][O:10][C@:11]1([CH3:40])[C@@H:15]([OH:16])[C@@H:14]([OH:24])[C@H:13]([N:32]2[CH:37]=[CH:36][C:35]([NH2:38])=[N:34][C:33]2=[O:39])[O:12]1)(=[O:8])[O:3][CH2:1][CH3:2])[CH3:7]. (2) Reactant: [CH2:1](O)[C:2]1[CH:7]=[CH:6][CH:5]=[CH:4][CH:3]=1.[CH3:9][C:10]1[CH:11]=[C:12]([CH:15]=[C:16]([C:19]([OH:21])=[O:20])[C:17]=1[OH:18])[CH:13]=[O:14].C1(P(C2C=CC=CC=2)C2C=CC=CC=2)C=CC=CC=1.N(C(OCC)=O)=NC(OCC)=O. The catalyst class is: 7. Product: [CH3:9][C:10]1[CH:11]=[C:12]([CH:15]=[C:16]([C:19]([O:21][CH2:1][C:2]2[CH:7]=[CH:6][CH:5]=[CH:4][CH:3]=2)=[O:20])[C:17]=1[OH:18])[CH:13]=[O:14]. (3) Reactant: [C:1]([O:5][C:6]([NH:8][C@H:9]1[CH2:14][CH2:13][C@H:12]([C:15]([OH:17])=[O:16])[CH2:11][CH2:10]1)=[O:7])([CH3:4])([CH3:3])[CH3:2].IC.[C:20](=O)([O-])[O-].[K+].[K+]. Product: [C:1]([O:5][C:6]([NH:8][C@H:9]1[CH2:10][CH2:11][C@H:12]([C:15]([O:17][CH3:20])=[O:16])[CH2:13][CH2:14]1)=[O:7])([CH3:4])([CH3:2])[CH3:3]. The catalyst class is: 21. (4) Reactant: [CH3:1][N:2]([CH:4](OC)OC)[CH3:3].[C:9]([N:16]1[CH2:21][CH2:20][C:19](=[O:22])[CH2:18][CH2:17]1)([O:11][C:12]([CH3:15])([CH3:14])[CH3:13])=[O:10]. Product: [C:12]([O:11][C:9]([N:16]1[CH2:21][CH2:20][C:19](=[O:22])[C:18](=[CH:1][N:2]([CH3:4])[CH3:3])[CH2:17]1)=[O:10])([CH3:15])([CH3:14])[CH3:13]. The catalyst class is: 3. (5) Reactant: C(=S)(OC1C=CC=CC=1)O[C@@H:3]1[C@@H:7]2[O:8][CH:9]([C:12]3[CH:17]=[CH:16][C:15]([O:18][CH3:19])=[CH:14][CH:13]=3)[O:10][CH2:11][C@@H:6]2[CH2:5][C@H:4]1[N:20]1[C:24]2[N:25]=[CH:26][N:27]=[C:28]([S:29][CH2:30][C:31]3[CH:36]=[CH:35][CH:34]=[CH:33][CH:32]=3)[C:23]=2[CH:22]=[CH:21]1.N(C(C)(C)C#N)=NC(C)(C)C#N.C([SnH](CCCC)CCCC)CCC. Product: [CH2:30]([S:29][C:28]1[C:23]2[CH:22]=[CH:21][N:20]([C@H:4]3[CH2:3][C@@H:7]4[O:8][CH:9]([C:12]5[CH:13]=[CH:14][C:15]([O:18][CH3:19])=[CH:16][CH:17]=5)[O:10][CH2:11][C@@H:6]4[CH2:5]3)[C:24]=2[N:25]=[CH:26][N:27]=1)[C:31]1[CH:36]=[CH:35][CH:34]=[CH:33][CH:32]=1. The catalyst class is: 11.